This data is from Reaction yield outcomes from USPTO patents with 853,638 reactions. The task is: Predict the reaction yield, written as a fraction of the theoretical maximum amount of product (1.0 means a 100% yield; for example, 0.34 means a 34% yield). (1) The reactants are C(OC(=O)[NH:7][C:8]1([C:12]2[CH:17]=[CH:16][C:15]([C:18]3[N:19]=[C:20]4[CH:25]=[CH:24][CH:23]=[CH:22][N:21]4[C:26]=3[C:27]3[CH:32]=[CH:31][CH:30]=[CH:29][CH:28]=3)=[CH:14][CH:13]=2)[CH2:11][CH2:10][CH2:9]1)(C)(C)C.Cl.O1CCOCC1. The catalyst is CO.C(Cl)Cl. The product is [C:27]1([C:26]2[N:21]3[CH:22]=[CH:23][CH:24]=[CH:25][C:20]3=[N:19][C:18]=2[C:15]2[CH:14]=[CH:13][C:12]([C:8]3([NH2:7])[CH2:11][CH2:10][CH2:9]3)=[CH:17][CH:16]=2)[CH:28]=[CH:29][CH:30]=[CH:31][CH:32]=1. The yield is 0.470. (2) The reactants are [Cl:1][C:2]1[CH:27]=[CH:26][C:5]([CH2:6][N:7]2[C:12](=[O:13])[C:11](Br)=[N:10][N:9]([C:15]3[CH:16]=[C:17]([NH:21][C:22](=[O:24])[CH3:23])[CH:18]=[CH:19][CH:20]=3)[C:8]2=[O:25])=[CH:4][CH:3]=1.[CH3:28][NH:29][CH3:30].CO. The yield is 0.110. The catalyst is CN(C=O)C. The product is [Cl:1][C:2]1[CH:27]=[CH:26][C:5]([CH2:6][N:7]2[C:12](=[O:13])[C:11]([N:29]([CH3:30])[CH3:28])=[N:10][N:9]([C:15]3[CH:16]=[C:17]([NH:21][C:22](=[O:24])[CH3:23])[CH:18]=[CH:19][CH:20]=3)[C:8]2=[O:25])=[CH:4][CH:3]=1. (3) The reactants are [CH:1]12[O:8][CH:5]([CH:6]=[CH:7]1)[CH2:4][CH:3]([C:9]1[NH:17][C:16]3[C:15](=[O:18])[N:14]([CH2:19][CH2:20][CH3:21])[C:13](=[O:22])[N:12]([CH2:23][CH2:24][CH3:25])[C:11]=3[N:10]=1)[CH2:2]2. The catalyst is CO.[Pd]. The product is [CH:5]12[O:8][CH:1]([CH2:7][CH2:6]1)[CH2:2][CH:3]([C:9]1[NH:17][C:16]3[C:15](=[O:18])[N:14]([CH2:19][CH2:20][CH3:21])[C:13](=[O:22])[N:12]([CH2:23][CH2:24][CH3:25])[C:11]=3[N:10]=1)[CH2:4]2. The yield is 1.00. (4) The reactants are [C:1]([O:5][C:6]([NH:8][C@H:9]1[CH2:14][CH2:13][C@H:12]([C:15]([OH:17])=O)[CH2:11][CH2:10]1)=[O:7])([CH3:4])([CH3:3])[CH3:2].Cl.[CH3:19][NH:20][O:21][CH3:22].C1C=NC2N(O)N=NC=2C=1.CCN(C(C)C)C(C)C.C(Cl)CCl. The catalyst is C(Cl)Cl. The product is [CH3:22][O:21][N:20]([CH3:19])[C:15]([C@H:12]1[CH2:11][CH2:10][C@H:9]([NH:8][C:6](=[O:7])[O:5][C:1]([CH3:2])([CH3:3])[CH3:4])[CH2:14][CH2:13]1)=[O:17]. The yield is 0.870. (5) The reactants are [CH2:1]([N:8]1[CH:16]=[C:15]2[C:10]([CH:11]=[C:12]([C:17]3[CH:18]=[C:19]([C@@H:27]4[CH2:32][CH2:31][CH2:30][NH:29][CH2:28]4)[N:20]4[C:25]=3[C:24]([NH2:26])=[N:23][CH:22]=[N:21]4)[CH:13]=[CH:14]2)=[N:9]1)[C:2]1[CH:7]=[CH:6][CH:5]=[CH:4][CH:3]=1.[CH3:33][N:34]([CH3:39])[CH2:35][C:36](O)=[O:37].CCN=C=NCCCN(C)C.Cl.C1C=CC2N(O)N=NC=2C=1.C(N(CC)C(C)C)(C)C. The catalyst is CN(C=O)C. The product is [CH2:1]([N:8]1[CH:16]=[C:15]2[C:10]([CH:11]=[C:12]([C:17]3[CH:18]=[C:19]([C@@H:27]4[CH2:32][CH2:31][CH2:30][N:29]([C:36](=[O:37])[CH2:35][N:34]([CH3:39])[CH3:33])[CH2:28]4)[N:20]4[C:25]=3[C:24]([NH2:26])=[N:23][CH:22]=[N:21]4)[CH:13]=[CH:14]2)=[N:9]1)[C:2]1[CH:3]=[CH:4][CH:5]=[CH:6][CH:7]=1. The yield is 0.270. (6) The reactants are Cl[CH:2]([CH3:6])[C:3](=O)[CH3:4].[CH3:7][O:8][C:9]1[CH:17]=[CH:16][C:12]([C:13]([NH2:15])=[O:14])=[CH:11][CH:10]=1. No catalyst specified. The product is [CH3:7][O:8][C:9]1[CH:17]=[CH:16][C:12]([C:13]2[O:14][C:2]([CH3:6])=[C:3]([CH3:4])[N:15]=2)=[CH:11][CH:10]=1. The yield is 0.420. (7) The reactants are [Br:1][C:2]1[CH:9]=[CH:8][C:5]([C:6]#[N:7])=[C:4]([CH3:10])[CH:3]=1.[Cl-].O[NH3+].C([N:17](C(C)C)CC)(C)C.[O:23]1[CH:27]=[CH:26][CH:25]=[C:24]1[C:28](Cl)=[O:29].C(N=C=NC(C)C)(C)C. The catalyst is CO. The product is [Br:1][C:2]1[CH:9]=[CH:8][C:5]([C:6]2[N:17]=[C:28]([C:24]3[O:23][CH:27]=[CH:26][CH:25]=3)[O:29][N:7]=2)=[C:4]([CH3:10])[CH:3]=1. The yield is 0.360. (8) The reactants are [N+:1]([C:4]1[CH:15]=[C:7]2[CH2:8][N:9]([C:12](=[O:14])[CH3:13])[CH2:10][CH2:11][N:6]2[N:5]=1)([O-])=O. The catalyst is [Pd].C(O)C. The product is [NH2:1][C:4]1[CH:15]=[C:7]2[CH2:8][N:9]([C:12](=[O:14])[CH3:13])[CH2:10][CH2:11][N:6]2[N:5]=1. The yield is 0.950. (9) The reactants are C(OC(=O)[CH:5]([C:15]1[CH:20]=[CH:19][C:18]([O:21][CH3:22])=[CH:17][C:16]=1[Cl:23])[C:6]([C:8]1[CH:13]=[N:12][C:11]([CH3:14])=[CH:10][N:9]=1)=[O:7])C.[Cl-].[Na+].O.CS(C)=O. The catalyst is C(OCC)(=O)C. The product is [Cl:23][C:16]1[CH:17]=[C:18]([O:21][CH3:22])[CH:19]=[CH:20][C:15]=1[CH2:5][C:6]([C:8]1[CH:13]=[N:12][C:11]([CH3:14])=[CH:10][N:9]=1)=[O:7]. The yield is 0.670.